This data is from Catalyst prediction with 721,799 reactions and 888 catalyst types from USPTO. The task is: Predict which catalyst facilitates the given reaction. Reactant: Cl.[NH2:2][CH2:3][C:4](=O)[CH2:5][C:6]1[CH:11]=[CH:10][C:9]([CH2:12][CH2:13][C:14]2[N:15]=[C:16]([NH:19][C:20](=[O:22])[CH3:21])[S:17][CH:18]=2)=[CH:8][CH:7]=1.[OH-].[Na+].[N:26]#[C:27][NH2:28].Cl. Product: [NH2:28][C:27]1[NH:2][CH:3]=[C:4]([CH2:5][C:6]2[CH:11]=[CH:10][C:9]([CH2:12][CH2:13][C:14]3[N:15]=[C:16]([NH:19][C:20](=[O:22])[CH3:21])[S:17][CH:18]=3)=[CH:8][CH:7]=2)[N:26]=1. The catalyst class is: 6.